From a dataset of Full USPTO retrosynthesis dataset with 1.9M reactions from patents (1976-2016). Predict the reactants needed to synthesize the given product. (1) The reactants are: [C:1]([O-:4])(=O)[CH3:2].[NH4+:5].[CH3:6][C:7]1[N:8]([CH2:25][CH2:26][NH:27]C(=O)OC(C)(C)C)[C:9]2[C:14]([CH3:15])=[C:13]([CH3:16])[N:12]=[C:11](OC3C=CC=CC=3)[C:10]=2[N:24]=1.[ClH:35]. Given the product [ClH:35].[NH2:5][C:11]1[C:10]2[N:24]=[C:7]([CH3:6])[N:8]([CH2:25][CH2:26][NH:27][C:1](=[O:4])[CH3:2])[C:9]=2[C:14]([CH3:15])=[C:13]([CH3:16])[N:12]=1, predict the reactants needed to synthesize it. (2) Given the product [F:38][C:39]1[CH:40]=[C:41]([CH:63]=[CH:64][C:65]=1[F:66])[CH2:42][N:43]1[CH:48]=[CH:47][CH:46]=[C:45]([C:49]([NH:51][CH2:52][C:53]2[CH:54]=[C:55]([C:80]3[C:74]4[C:75](=[N:76][CH:77]=[C:72]([C:70]([OH:71])=[O:69])[CH:73]=4)[NH:78][CH:79]=3)[CH:56]=[CH:57][CH:58]=2)=[O:50])[C:44]1=[O:62], predict the reactants needed to synthesize it. The reactants are: C(C1C=C2C(C3C=C(C=CC=3)CNC(C3C(=O)N(CC4C=CC(F)=C(F)C=4)C=CC=3)=O)=CNC2=NC=1)#N.[F:38][C:39]1[CH:40]=[C:41]([CH:63]=[CH:64][C:65]=1[F:66])[CH2:42][N:43]1[CH:48]=[CH:47][CH:46]=[C:45]([C:49]([NH:51][CH2:52][C:53]2[CH:54]=[C:55](B(O)O)[CH:56]=[CH:57][CH:58]=2)=[O:50])[C:44]1=[O:62].[B].C[O:69][C:70]([C:72]1[CH:73]=[C:74]2[CH:80]=[CH:79][NH:78][C:75]2=[N:76][CH:77]=1)=[O:71].